Dataset: Full USPTO retrosynthesis dataset with 1.9M reactions from patents (1976-2016). Task: Predict the reactants needed to synthesize the given product. (1) Given the product [O:27]1[C:31]2[CH:32]=[CH:33][C:34]([CH2:36][C:37]([NH:26][C@H:23]3[CH2:22][CH2:21][C@H:20]([CH2:19][CH2:18][N:15]4[CH2:16][CH2:17][CH:12]([C:11]5[C:6]6[CH2:5][CH2:4][O:3][C:7]=6[CH:8]=[CH:9][CH:10]=5)[CH2:13][CH2:14]4)[CH2:25][CH2:24]3)=[O:38])=[CH:35][C:30]=2[O:29][CH2:28]1, predict the reactants needed to synthesize it. The reactants are: Cl.Cl.[O:3]1[C:7]2[CH:8]=[CH:9][CH:10]=[C:11]([CH:12]3[CH2:17][CH2:16][N:15]([CH2:18][CH2:19][C@H:20]4[CH2:25][CH2:24][C@H:23]([NH2:26])[CH2:22][CH2:21]4)[CH2:14][CH2:13]3)[C:6]=2[CH2:5][CH2:4]1.[O:27]1[C:31]2[CH:32]=[CH:33][C:34]([CH2:36][C:37](O)=[O:38])=[CH:35][C:30]=2[O:29][CH2:28]1. (2) Given the product [N:26]1[N:27]=[C:1]([C:3]2[CH:4]=[CH:5][C:6]([CH2:7][CH2:8][NH:9][C:10](=[O:15])[C:11]([F:12])([F:13])[F:14])=[CH:16][CH:17]=2)[NH:2][CH:24]=1, predict the reactants needed to synthesize it. The reactants are: [C:1]([C:3]1[CH:17]=[CH:16][C:6]([CH2:7][CH2:8][NH:9][C:10](=[O:15])[C:11]([F:14])([F:13])[F:12])=[CH:5][CH:4]=1)#[N:2].C1C=CC=CC=1.[CH:24]([NH:26][NH2:27])=O.